From a dataset of Full USPTO retrosynthesis dataset with 1.9M reactions from patents (1976-2016). Predict the reactants needed to synthesize the given product. (1) Given the product [CH3:33][O:32][C:9]1[CH:10]=[C:11]([N:14]2[CH:23]=[CH:22][C:21]3[C:16](=[CH:17][CH:18]=[C:19]([O:24][CH2:25][C@@H:26]4[CH2:30][CH2:29][CH2:28][O:27]4)[CH:20]=3)[C:15]2=[O:31])[CH:12]=[CH:13][C:8]=1[N:1]1[CH2:7][CH2:6][CH2:5][N:4]([CH:37]2[CH2:38][CH2:39][O:34][CH2:35][CH2:36]2)[CH2:3][CH2:2]1, predict the reactants needed to synthesize it. The reactants are: [N:1]1([C:8]2[CH:13]=[CH:12][C:11]([N:14]3[CH:23]=[CH:22][C:21]4[C:16](=[CH:17][CH:18]=[C:19]([O:24][CH2:25][C@@H:26]5[CH2:30][CH2:29][CH2:28][O:27]5)[CH:20]=4)[C:15]3=[O:31])=[CH:10][C:9]=2[O:32][CH3:33])[CH2:7][CH2:6][CH2:5][NH:4][CH2:3][CH2:2]1.[O:34]1[CH2:39][CH2:38][C:37](=O)[CH2:36][CH2:35]1. (2) Given the product [CH3:1][CH2:2][CH2:3][CH2:4][CH2:5][CH2:6][CH2:7][CH2:8][CH2:9][CH2:10][CH2:11][C:12]([O:14][CH2:15][CH:16]([OH:24])[C@H:17]1[O:21][CH2:20][C@H:19]([OH:22])[C@H:18]1[OH:23])=[O:13], predict the reactants needed to synthesize it. The reactants are: [CH3:1][CH2:2][CH2:3][CH2:4][CH2:5][CH2:6][CH2:7][CH2:8][CH2:9][CH2:10][CH2:11][C:12]([O:14][CH2:15][C@@H:16]([OH:24])[C@H:17]1[O:21][CH2:20][C@H:19]([OH:22])[C@H:18]1[OH:23])=[O:13].CCCCCCCC/C=C\CCCCCCCC(OCC(O)[C@H]1OC[C@H](O)[C@H]1O)=O.CCCCCCCC/C=C\CCCCCCCC(OC[C@@H](O)[C@H]1OC[C@H](O)[C@H]1O)=O. (3) The reactants are: [CH2:1]([O:3][C:4]1[CH:9]=[C:8]([C:10]([NH:12][CH2:13][CH3:14])=[O:11])[CH:7]=[CH:6][C:5]=1[N:15]1[CH:19]=[C:18]([C:20]([OH:22])=O)[N:17]=[N:16]1)[CH3:2].[CH:23]1([NH2:26])[CH2:25][CH2:24]1.C1C=CC2N(O)N=NC=2C=1.CCN=C=NCCCN(C)C.C(=O)([O-])O.[Na+]. Given the product [CH:23]1([NH:26][C:20]([C:18]2[N:17]=[N:16][N:15]([C:5]3[CH:6]=[CH:7][C:8]([C:10]([NH:12][CH2:13][CH3:14])=[O:11])=[CH:9][C:4]=3[O:3][CH2:1][CH3:2])[CH:19]=2)=[O:22])[CH2:25][CH2:24]1, predict the reactants needed to synthesize it. (4) Given the product [NH2:7][CH2:6][C:5]1[C:4]([Cl:11])=[CH:3][C:2]([NH2:1])=[C:9]([I:10])[CH:8]=1, predict the reactants needed to synthesize it. The reactants are: [NH2:1][C:2]1[C:9]([I:10])=[CH:8][C:5]([C:6]#[N:7])=[C:4]([Cl:11])[CH:3]=1.CO. (5) Given the product [CH3:1][NH:2][C:3](=[O:32])[NH:4][C:5]1[CH:6]=[CH:7][C:8]([C:11]2[N:16]=[C:15]([CH2:17][S:18]([C:19]3[N:20]([CH3:24])[CH:21]=[CH:22][N:23]=3)(=[O:41])=[O:50])[CH:14]=[C:13]([N:25]3[CH2:30][CH2:29][O:28][CH2:27][C@@H:26]3[CH3:31])[N:12]=2)=[CH:9][CH:10]=1, predict the reactants needed to synthesize it. The reactants are: [CH3:1][NH:2][C:3](=[O:32])[NH:4][C:5]1[CH:10]=[CH:9][C:8]([C:11]2[N:16]=[C:15]([CH2:17][S:18][C:19]3[N:20]([CH3:24])[CH:21]=[CH:22][N:23]=3)[CH:14]=[C:13]([N:25]3[CH2:30][CH2:29][O:28][CH2:27][C@@H:26]3[CH3:31])[N:12]=2)=[CH:7][CH:6]=1.C1C=C(Cl)C=C(C(OO)=[O:41])C=1.[Mn]([O-])(=O)(=O)=O.[Na+].[OH2:50].